This data is from Full USPTO retrosynthesis dataset with 1.9M reactions from patents (1976-2016). The task is: Predict the reactants needed to synthesize the given product. (1) Given the product [Cl:1][C:2]1[CH:3]=[CH:4][C:5]([C:6]([NH:8][CH:9]([CH2:13][C:14]2[C:23]3[C:18](=[CH:19][CH:20]=[CH:21][CH:22]=3)[NH:17][C:16](=[O:24])[CH:15]=2)[C:10]([S:11][CH2:28][CH2:29][CH2:30][CH3:31])=[O:12])=[O:7])=[CH:25][CH:26]=1, predict the reactants needed to synthesize it. The reactants are: [Cl:1][C:2]1[CH:26]=[CH:25][C:5]([C:6]([NH:8][CH:9]([CH2:13][C:14]2[C:23]3[C:18](=[CH:19][CH:20]=[CH:21][CH:22]=3)[NH:17][C:16](=[O:24])[CH:15]=2)[C:10]([OH:12])=[S:11])=[O:7])=[CH:4][CH:3]=1.Br[CH2:28][CH2:29][CH2:30][CH3:31]. (2) Given the product [CH2:11]([O:13][C:14]([N:16]1[CH:25]=[C:24]([CH:3]=[O:4])[C:23]2[C:18](=[CH:19][C:20]([O:31][CH3:32])=[C:21]([O:26][CH2:27][CH2:28][CH2:29][CH3:30])[CH:22]=2)[CH:17]1[CH2:33][C:34]1[CH:39]=[CH:38][CH:37]=[C:36]([O:40][CH3:41])[CH:35]=1)=[O:15])[CH3:12], predict the reactants needed to synthesize it. The reactants are: CN(C)[CH:3]=[O:4].P(Cl)(Cl)(Cl)=O.[CH2:11]([O:13][C:14]([N:16]1[CH:25]=[CH:24][C:23]2[C:18](=[CH:19][C:20]([O:31][CH3:32])=[C:21]([O:26][CH2:27][CH2:28][CH2:29][CH3:30])[CH:22]=2)[CH:17]1[CH2:33][C:34]1[CH:39]=[CH:38][CH:37]=[C:36]([O:40][CH3:41])[CH:35]=1)=[O:15])[CH3:12].C([O-])(=O)C.[K+]. (3) Given the product [CH3:15][C:16]1[O:20][C:19]([CH2:21][NH:22][C:8]2[CH:7]=[CH:6][C:5]3[C:4]([NH2:1])=[CH:13][CH:12]=[CH:11][C:10]=3[N:9]=2)=[CH:18][CH:17]=1, predict the reactants needed to synthesize it. The reactants are: [N+:1]([C:4]1[CH:13]=[CH:12][CH:11]=[C:10]2[C:5]=1[CH:6]=[CH:7][C:8](Cl)=[N:9]2)([O-])=O.[CH3:15][C:16]1[O:20][C:19]([CH2:21][NH2:22])=[CH:18][CH:17]=1. (4) Given the product [NH2:29][C:24](=[O:26])[CH2:23][O:22][C@@H:8]([C:4]1[CH:5]=[CH:6][CH:7]=[C:2]([Cl:1])[CH:3]=1)[C@@H:9]1[CH2:14][CH2:13][CH2:12][N:11]([C:15]([O:17][C:18]([CH3:21])([CH3:20])[CH3:19])=[O:16])[CH2:10]1, predict the reactants needed to synthesize it. The reactants are: [Cl:1][C:2]1[CH:3]=[C:4]([C@H:8]([O:22][CH2:23][C:24]([O:26]CC)=O)[C@@H:9]2[CH2:14][CH2:13][CH2:12][N:11]([C:15]([O:17][C:18]([CH3:21])([CH3:20])[CH3:19])=[O:16])[CH2:10]2)[CH:5]=[CH:6][CH:7]=1.[NH3:29].CO. (5) Given the product [CH:1]([N:4]1[C:9](=[O:10])[CH:8]=[CH:7][C:6]([C:11]2[NH:20][C:21](=[O:22])[O:24][C:12]=2[C:13]2[CH:18]=[CH:17][CH:16]=[CH:15][CH:14]=2)=[N:5]1)([CH3:2])[CH3:3], predict the reactants needed to synthesize it. The reactants are: [CH:1]([N:4]1[C:9](=[O:10])[CH:8]=[CH:7][C:6]([CH:11]([NH:20][C:21](=[O:24])[O:22]C)[C:12](=O)[C:13]2[CH:18]=[CH:17][CH:16]=[CH:15][CH:14]=2)=[N:5]1)([CH3:3])[CH3:2].[H-].[Na+].CC(O)=O.O. (6) The reactants are: Br[C:2]1[CH:3]=[C:4]([CH:8]=[CH:9][N:10]=1)[C:5]([OH:7])=[O:6].C([O-])([O-])=O.[Na+].[Na+].[C:17]1(B(O)O)[CH:22]=[CH:21][CH:20]=[CH:19][CH:18]=1. Given the product [C:17]1([C:2]2[CH:3]=[C:4]([CH:8]=[CH:9][N:10]=2)[C:5]([OH:7])=[O:6])[CH:22]=[CH:21][CH:20]=[CH:19][CH:18]=1, predict the reactants needed to synthesize it. (7) The reactants are: [NH:1]1[CH:8]=[N:7][C:5]([NH2:6])=[N:4][C:2]1=[O:3].[C:9]([O:28][CH2:29][C@@H:30]1[CH2:32][O:31]1)([C:22]1[CH:27]=[CH:26][CH:25]=[CH:24][CH:23]=1)([C:16]1[CH:21]=[CH:20][CH:19]=[CH:18][CH:17]=1)[C:10]1[CH:15]=[CH:14][CH:13]=[CH:12][CH:11]=1.[OH-].[Na+]. Given the product [OH:31][C@H:30]([CH2:29][O:28][C:9]([C:22]1[CH:27]=[CH:26][CH:25]=[CH:24][CH:23]=1)([C:10]1[CH:11]=[CH:12][CH:13]=[CH:14][CH:15]=1)[C:16]1[CH:21]=[CH:20][CH:19]=[CH:18][CH:17]=1)[CH2:32][N:1]1[CH:8]=[N:7][C:5]([NH2:6])=[N:4][C:2]1=[O:3], predict the reactants needed to synthesize it.